Predict the product of the given reaction. From a dataset of Forward reaction prediction with 1.9M reactions from USPTO patents (1976-2016). (1) Given the reactants [C:1]1([S:7]([CH2:10][C:11]2[C:16]([C:17]([O:19]C)=[O:18])=[C:15]([O:21][CH2:22][CH2:23][NH:24]C(OC(C)(C)C)=O)[C:14]([CH2:32][CH3:33])=[CH:13][CH:12]=2)(=[O:9])=[O:8])[CH:6]=[CH:5][CH:4]=[CH:3][CH:2]=1.[OH-:34].[Li+], predict the reaction product. The product is: [C:1]1([S:7]([CH2:10][C:11]2[C:16]([C:17]([OH:19])=[O:18])=[C:15]([O:21][CH2:22][CH2:23][NH:24][O:34][C:11]([CH3:16])([CH3:12])[CH3:10])[C:14]([CH2:32][CH3:33])=[CH:13][CH:12]=2)(=[O:8])=[O:9])[CH:6]=[CH:5][CH:4]=[CH:3][CH:2]=1. (2) Given the reactants [Cl:1][C:2]1[CH:3]=[C:4]([C:9]2[CH:14]=[C:13]([CH3:15])[NH:12][C:11](=O)[N:10]=2)[CH:5]=[CH:6][C:7]=1[Cl:8].O=P(Cl)(Cl)[Cl:19], predict the reaction product. The product is: [Cl:19][C:11]1[N:10]=[C:9]([C:4]2[CH:5]=[CH:6][C:7]([Cl:8])=[C:2]([Cl:1])[CH:3]=2)[CH:14]=[C:13]([CH3:15])[N:12]=1. (3) Given the reactants [Cl:1][C:2]1[CH:7]=[CH:6][C:5]([C:8]2[C:12]([CH2:13][O:14][C:15]3[CH:16]=[C:17]([C:21](O)=[O:22])[N:18]([CH3:20])[N:19]=3)=[C:11]([CH2:24][OH:25])[O:10][N:9]=2)=[CH:4][CH:3]=1.O.ON1C2C=CC=CC=2N=N1.C(N(C(C)C)C(C)C)C.[NH2:46][C:47]([CH3:51])([CH3:50])[CH2:48][OH:49].[Cl-].[Na+], predict the reaction product. The product is: [OH:49][CH2:48][C:47]([NH:46][C:21]([C:17]1[N:18]([CH3:20])[N:19]=[C:15]([O:14][CH2:13][C:12]2[C:8]([C:5]3[CH:6]=[CH:7][C:2]([Cl:1])=[CH:3][CH:4]=3)=[N:9][O:10][C:11]=2[CH2:24][OH:25])[CH:16]=1)=[O:22])([CH3:51])[CH3:50]. (4) The product is: [Cl:41][C:25]1[CH:26]=[CH:27][C:28]([C:30](=[O:40])[NH:31][C@H:32]([C:34]2[CH:39]=[CH:38][CH:37]=[CH:36][CH:35]=2)[CH3:33])=[CH:29][C:24]=1[NH:23][C:21]([C:20]1[C:19](=[O:18])[NH:1][C:2]2[N:3]=[C:4]([N:10]3[CH2:15][CH2:14][N:13]([CH3:16])[CH2:12][CH2:11]3)[N:5]=[CH:6][C:7]=2[CH:8]=1)=[O:22]. Given the reactants [NH2:1][C:2]1[C:7]([CH:8]=O)=[CH:6][N:5]=[C:4]([N:10]2[CH2:15][CH2:14][N:13]([CH3:16])[CH2:12][CH2:11]2)[N:3]=1.C[O:18][C:19](=O)[CH2:20][C:21]([NH:23][C:24]1[CH:29]=[C:28]([C:30](=[O:40])[NH:31][C@H:32]([C:34]2[CH:39]=[CH:38][CH:37]=[CH:36][CH:35]=2)[CH3:33])[CH:27]=[CH:26][C:25]=1[Cl:41])=[O:22].N1CCCCC1, predict the reaction product. (5) Given the reactants [CH3:1][O:2][C:3]1[C:4]([N+:21]([O-])=O)=[CH:5][C:6]2[CH:12]([CH3:13])[CH2:11][N:10]([C:14](=[O:19])[C:15]([F:18])([F:17])[F:16])[CH2:9][CH2:8][C:7]=2[N:20]=1, predict the reaction product. The product is: [CH3:1][O:2][C:3]1[C:4]([NH2:21])=[CH:5][C:6]2[CH:12]([CH3:13])[CH2:11][N:10]([C:14](=[O:19])[C:15]([F:18])([F:16])[F:17])[CH2:9][CH2:8][C:7]=2[N:20]=1. (6) Given the reactants Cl[CH2:2][C:3]1[CH:8]=[CH:7][CH:6]=[C:5]([O:9][CH2:10][CH2:11][O:12][CH3:13])[C:4]=1[O:14][CH3:15].[C-:16]#[N:17].[K+], predict the reaction product. The product is: [CH3:15][O:14][C:4]1[C:5]([O:9][CH2:10][CH2:11][O:12][CH3:13])=[CH:6][CH:7]=[CH:8][C:3]=1[CH2:2][C:16]#[N:17]. (7) Given the reactants [C:1]1([S:7]([N:10]2[C:14]3=[N:15][CH:16]=[CH:17][CH:18]=[C:13]3[CH:12]=[C:11]2[C:19](OS(C2C=CC(C)=CC=2)(=O)=O)=[CH:20][CH:21]2[CH2:25][CH2:24][CH2:23][CH2:22]2)(=[O:9])=[O:8])[CH:6]=[CH:5][CH:4]=[CH:3][CH:2]=1.[CH3:37][S:38][C:39]1[N:44]=[CH:43][C:42](B(O)O)=[CH:41][CH:40]=1.C(=O)([O-])[O-].[Na+].[Na+], predict the reaction product. The product is: [C:1]1([S:7]([N:10]2[C:14]3=[N:15][CH:16]=[CH:17][CH:18]=[C:13]3[CH:12]=[C:11]2[C:19]([C:42]2[CH:43]=[N:44][C:39]([S:38][CH3:37])=[CH:40][CH:41]=2)=[CH:20][CH:21]2[CH2:25][CH2:24][CH2:23][CH2:22]2)(=[O:8])=[O:9])[CH:6]=[CH:5][CH:4]=[CH:3][CH:2]=1. (8) Given the reactants [F:1][C:2]([F:24])([F:23])[C@@H:3]([OH:22])[CH2:4][N:5]1[CH2:10][CH2:9][O:8][C@H:7]([C:11]2[CH:16]=[CH:15][C:14]([F:17])=[C:13]([C:18]([F:21])([F:20])[F:19])[CH:12]=2)[CH2:6]1.[Cl:25][C:26]1[CH:31]=[CH:30][C:29]([N:32]=[C:33]=[O:34])=[CH:28][CH:27]=1.[N-]=C=O, predict the reaction product. The product is: [F:24][C:2]([F:1])([F:23])[C@@H:3]([O:22][C:33](=[O:34])[NH:32][C:29]1[CH:30]=[CH:31][C:26]([Cl:25])=[CH:27][CH:28]=1)[CH2:4][N:5]1[CH2:10][CH2:9][O:8][C@H:7]([C:11]2[CH:16]=[CH:15][C:14]([F:17])=[C:13]([C:18]([F:20])([F:21])[F:19])[CH:12]=2)[CH2:6]1. (9) Given the reactants [CH2:1]([O:3][CH2:4][CH2:5][O:6][CH2:7][CH2:8][OH:9])[CH3:2].Cl[C:11]1[C:20]2[C:15](=[CH:16][CH:17]=[CH:18][CH:19]=2)[CH:14]=[C:13]([NH:21][C:22]2[CH:26]=[C:25]([CH3:27])[NH:24][N:23]=2)[N:12]=1, predict the reaction product. The product is: [CH2:1]([O:3][CH2:4][CH2:5][O:6][CH2:7][CH2:8][O:9][C:11]1[C:20]2[C:15](=[CH:16][CH:17]=[CH:18][CH:19]=2)[CH:14]=[C:13]([NH:21][C:22]2[CH:26]=[C:25]([CH3:27])[NH:24][N:23]=2)[N:12]=1)[CH3:2].